This data is from Catalyst prediction with 721,799 reactions and 888 catalyst types from USPTO. The task is: Predict which catalyst facilitates the given reaction. (1) Reactant: C(N([C@H](C1CC1)C)C(=O)CN1C(=O)[C@:14]2([C:22]3[C:17](=[CH:18][C:19]([Br:23])=[CH:20][CH:21]=3)[CH2:16][CH2:15]2)[NH:13][C:12]1=[O:26])C1C=CC=CC=1.CCN(CC)CC.ClC(Cl)(O[C:44](=[O:50])[O:45][C:46](Cl)(Cl)Cl)Cl. Product: [Br:23][C:19]1[CH:18]=[C:17]2[C:22](=[CH:21][CH:20]=1)[C@:14]([N:13]=[C:12]=[O:26])([C:44]([O:45][CH3:46])=[O:50])[CH2:15][CH2:16]2. The catalyst class is: 2. (2) Reactant: [CH2:1]([O:3][C:4]1[CH:5]=[C:6]([C:13](=[O:36])[CH2:14][CH2:15][C:16]([NH:18][C:19]2[CH:28]=[C:27]([C:29]3[CH:34]=[CH:33][C:32]([OH:35])=[CH:31][CH:30]=3)[C:26]3[C:21](=[CH:22][CH:23]=[CH:24][CH:25]=3)[N:20]=2)=[O:17])[CH:7]=[CH:8][C:9]=1[O:10][CH2:11][CH3:12])[CH3:2].Cl.Cl[CH2:39][CH2:40][N:41]1[CH2:46][CH2:45][O:44][CH2:43][CH2:42]1.C(=O)([O-])[O-].[K+].[K+].[I-].[K+]. Product: [CH2:1]([O:3][C:4]1[CH:5]=[C:6]([C:13](=[O:36])[CH2:14][CH2:15][C:16]([NH:18][C:19]2[CH:28]=[C:27]([C:29]3[CH:30]=[CH:31][C:32]([O:35][CH2:39][CH2:40][N:41]4[CH2:46][CH2:45][O:44][CH2:43][CH2:42]4)=[CH:33][CH:34]=3)[C:26]3[C:21](=[CH:22][CH:23]=[CH:24][CH:25]=3)[N:20]=2)=[O:17])[CH:7]=[CH:8][C:9]=1[O:10][CH2:11][CH3:12])[CH3:2]. The catalyst class is: 136. (3) The catalyst class is: 2. Reactant: [NH2:1][C:2]1[CH2:3][C:4]([C:21](OCC)=[O:22])=[CH:5][C:6]2[CH:12]=[CH:11][C:10]([O:13][CH2:14]C3C=CC=CC=3)=[CH:9][C:7]=2[N:8]=1.[CH2:26]([NH:29][CH2:30][CH2:31][CH3:32])[CH2:27][CH3:28].[C:33]([O:37][C:38]([NH:40][C:41]1[CH2:42][C:43]([C:65]([O:67][CH2:68][CH3:69])=[O:66])=[CH:44][C:45]2[CH:51]=[CH:50][C:49]([C:52]3[CH:57]=[CH:56][C:55]([C:58]([N:60]4[CH2:64][CH2:63][CH2:62][CH2:61]4)=[O:59])=[CH:54][CH:53]=3)=[CH:48][C:46]=2[N:47]=1)=[O:39])([CH3:36])([CH3:35])[CH3:34].NC1CC(C(OCC)=O)=CC2C=CC(C3C=CC(C(N4CCCC4)=O)=CC=3)=CC=2N=1.CC(OC(OC(OC(C)(C)C)=O)=O)(C)C. Product: [NH2:1][C:2]1[CH2:3][C:4]([C:21]([N:29]([CH2:30][CH2:31][CH3:32])[CH2:26][CH2:27][CH3:28])=[O:22])=[CH:5][C:6]2[CH:12]=[CH:11][C:10]([O:13][CH2:14][C:45]3[CH:51]=[CH:50][CH:49]=[CH:48][CH:46]=3)=[CH:9][C:7]=2[N:8]=1.[C:33]([O:37][C:38]([NH:40][C:41]1[CH2:42][C:43]([C:65]([O:67][CH2:68][CH3:69])=[O:66])=[CH:44][C:45]2[CH:51]=[CH:50][C:49]([C:52]3[CH:57]=[CH:56][C:55]([C:58]([N:60]4[CH2:64][CH2:63][CH2:62][CH2:61]4)=[O:59])=[CH:54][CH:53]=3)=[CH:48][C:46]=2[N:47]=1)=[O:39])([CH3:36])([CH3:35])[CH3:34].